From a dataset of Full USPTO retrosynthesis dataset with 1.9M reactions from patents (1976-2016). Predict the reactants needed to synthesize the given product. (1) Given the product [CH2:1]([N:3]1[CH2:8][CH2:7][CH2:6][CH:5]([CH2:9][C:10]2[CH:11]=[C:12]([F:16])[CH:13]=[CH:14][C:15]=2[S:18]([Cl:17])(=[O:20])=[O:19])[CH2:4]1)[CH3:2], predict the reactants needed to synthesize it. The reactants are: [CH2:1]([N:3]1[CH2:8][CH2:7][CH2:6][CH:5]([CH2:9][C:10]2[CH:15]=[CH:14][CH:13]=[C:12]([F:16])[CH:11]=2)[CH2:4]1)[CH3:2].[Cl:17][S:18](O)(=[O:20])=[O:19]. (2) Given the product [C:28]([C:25]1([C:21]2[CH:20]=[C:19]([CH:24]=[CH:23][CH:22]=2)[C:18]([NH:17][C:13]2[CH:12]=[C:11]([CH:16]=[CH:15][CH:14]=2)[O:10][C:7]2[CH:8]=[CH:9][C:4]3[N:5]([CH:31]=[C:2]([NH:1][C:38]([C:36]4[CH:35]=[N:34][N:33]([CH3:32])[CH:37]=4)=[O:39])[N:3]=3)[N:6]=2)=[O:30])[CH2:27][CH2:26]1)#[N:29], predict the reactants needed to synthesize it. The reactants are: [NH2:1][C:2]1[N:3]=[C:4]2[CH:9]=[CH:8][C:7]([O:10][C:11]3[CH:12]=[C:13]([NH:17][C:18](=[O:30])[C:19]4[CH:24]=[CH:23][CH:22]=[C:21]([C:25]5([C:28]#[N:29])[CH2:27][CH2:26]5)[CH:20]=4)[CH:14]=[CH:15][CH:16]=3)=[N:6][N:5]2[CH:31]=1.[CH3:32][N:33]1[CH:37]=[C:36]([C:38](O)=[O:39])[CH:35]=[N:34]1.C(Cl)(=O)C(Cl)=O.O1CCCC1. (3) Given the product [Cl:6][C:7]1[C:8]([C:31]2[C:39]3[C:34](=[CH:35][CH:36]=[CH:37][CH:38]=3)[NH:33][CH:32]=2)=[N:9][C:10]([NH:13][C:14]2[C:19]([O:20][CH3:21])=[CH:18][C:17]([N:22]3[CH2:26][CH2:25][C@@H:24]([N:27]([CH3:28])[CH3:29])[CH2:23]3)=[C:16]([NH:30][C:1](=[O:4])[CH:2]=[CH2:3])[CH:15]=2)=[N:11][CH:12]=1, predict the reactants needed to synthesize it. The reactants are: [C:1](Cl)(=[O:4])[CH:2]=[CH2:3].[Cl:6][C:7]1[C:8]([C:31]2[C:39]3[C:34](=[CH:35][CH:36]=[CH:37][CH:38]=3)[NH:33][CH:32]=2)=[N:9][C:10]([NH:13][C:14]2[C:19]([O:20][CH3:21])=[CH:18][C:17]([N:22]3[CH2:26][CH2:25][C@@H:24]([N:27]([CH3:29])[CH3:28])[CH2:23]3)=[C:16]([NH2:30])[CH:15]=2)=[N:11][CH:12]=1.CCN(C(C)C)C(C)C. (4) Given the product [I:1][C:2]1[C:3](=[O:21])[N:4]([C:13]([C:15]2[CH:20]=[CH:19][CH:18]=[CH:17][CH:16]=2)=[O:14])[C:5](=[O:12])[N:6]([CH2:8][CH2:9][CH2:10][N:32]2[CH2:33][CH:34]3[C:30]([C:26]4[CH:27]=[CH:28][CH:29]=[C:24]([C:23]([F:22])([F:37])[F:36])[CH:25]=4)([CH2:35]3)[CH2:31]2)[CH:7]=1, predict the reactants needed to synthesize it. The reactants are: [I:1][C:2]1[C:3](=[O:21])[N:4]([C:13]([C:15]2[CH:20]=[CH:19][CH:18]=[CH:17][CH:16]=2)=[O:14])[C:5](=[O:12])[N:6]([CH2:8][CH2:9][CH:10]=O)[CH:7]=1.[F:22][C:23]([F:37])([F:36])[C:24]1[CH:25]=[C:26]([C:30]23[CH2:35][CH:34]2[CH2:33][NH:32][CH2:31]3)[CH:27]=[CH:28][CH:29]=1.C(O[BH-](OC(=O)C)OC(=O)C)(=O)C.[Na+]. (5) Given the product [F:33][C:34]1[CH:39]=[C:38]([C:2]2[N:7]=[C:6]([C:8]([N:10]([CH3:32])[C:11]3[CH:12]=[CH:13][C:14]([CH2:17][N:18]4[CH2:23][CH2:22][N:21]([C:24]([O:26][C:27]([CH3:28])([CH3:30])[CH3:29])=[O:25])[C@@H:20]([CH3:31])[CH2:19]4)=[CH:15][CH:16]=3)=[O:9])[CH:5]=[CH:4][CH:3]=2)[CH:37]=[CH:36][CH:35]=1, predict the reactants needed to synthesize it. The reactants are: Cl[C:2]1[N:7]=[C:6]([C:8]([N:10]([CH3:32])[C:11]2[CH:16]=[CH:15][C:14]([CH2:17][N:18]3[CH2:23][CH2:22][N:21]([C:24]([O:26][C:27]([CH3:30])([CH3:29])[CH3:28])=[O:25])[C@@H:20]([CH3:31])[CH2:19]3)=[CH:13][CH:12]=2)=[O:9])[CH:5]=[CH:4][CH:3]=1.[F:33][C:34]1[CH:35]=[C:36](B(O)O)[CH:37]=[CH:38][CH:39]=1.C(=O)([O-])[O-].[Na+].[Na+].COCCOC.O. (6) Given the product [Cl:15][C:16]1[C:21]([C:22]([NH:14][C:9]2[CH:10]=[CH:11][CH:12]=[C:13]3[C:8]=2[N:7]=[CH:6][CH:5]=[C:4]3[O:3][CH2:1][CH3:2])=[O:23])=[C:20]([F:25])[C:19]([CH2:26][NH:27][C:28](=[O:33])[C:29]([CH3:31])([CH3:30])[CH3:32])=[CH:18][CH:17]=1, predict the reactants needed to synthesize it. The reactants are: [CH2:1]([O:3][C:4]1[C:13]2[C:8](=[C:9]([NH2:14])[CH:10]=[CH:11][CH:12]=2)[N:7]=[CH:6][CH:5]=1)[CH3:2].[Cl:15][C:16]1[C:21]([C:22](O)=[O:23])=[C:20]([F:25])[C:19]([CH2:26][NH:27][C:28](=[O:33])[C:29]([CH3:32])([CH3:31])[CH3:30])=[CH:18][CH:17]=1.C(Cl)(=O)C(Cl)=O.CCN(C(C)C)C(C)C. (7) Given the product [Br:1][C:2]1[CH:3]=[C:4]([CH:5]2[C:19]([C:20]3[CH:25]=[CH:24][CH:23]=[CH:22][CH:21]=3)=[C:18]([C:12]3[CH:17]=[CH:16][CH:15]=[CH:14][CH:13]=3)[NH:30][C:28](=[O:29])[NH:27]2)[CH:7]=[C:8]([F:11])[C:9]=1[OH:10], predict the reactants needed to synthesize it. The reactants are: [Br:1][C:2]1[CH:3]=[C:4]([CH:7]=[C:8]([F:11])[C:9]=1[OH:10])[CH:5]=O.[C:12]1([C:18](=O)[CH2:19][C:20]2[CH:25]=[CH:24][CH:23]=[CH:22][CH:21]=2)[CH:17]=[CH:16][CH:15]=[CH:14][CH:13]=1.[NH2:27][C:28]([NH2:30])=[O:29].Cl.